From a dataset of Forward reaction prediction with 1.9M reactions from USPTO patents (1976-2016). Predict the product of the given reaction. (1) Given the reactants [Cl:1][C:2]1[CH:7]=[CH:6][CH:5]=[CH:4][C:3]=1[OH:8].C([O-])([O-])=O.[K+].[K+].[CH2:15](Br)[CH:16]=[CH2:17].O, predict the reaction product. The product is: [CH2:17]([O:8][C:3]1[CH:4]=[CH:5][CH:6]=[CH:7][C:2]=1[Cl:1])[CH:16]=[CH2:15]. (2) Given the reactants [CH3:1][C:2]1[CH:3]=[C:4]([NH:9][CH2:10][CH2:11][C:12]2[CH:17]=[CH:16][C:15]([CH3:18])=[CH:14][CH:13]=2)[CH:5]=[CH:6][C:7]=1[CH3:8].C(OC([NH:26][CH:27]([C:31]1[CH:36]=[CH:35][CH:34]=[CH:33][CH:32]=1)[C:28](O)=[O:29])=O)(C)(C)C, predict the reaction product. The product is: [NH2:26][CH:27]([C:31]1[CH:36]=[CH:35][CH:34]=[CH:33][CH:32]=1)[C:28]([N:9]([C:4]1[CH:5]=[CH:6][C:7]([CH3:8])=[C:2]([CH3:1])[CH:3]=1)[CH2:10][CH2:11][C:12]1[CH:13]=[CH:14][C:15]([CH3:18])=[CH:16][CH:17]=1)=[O:29]. (3) Given the reactants [Br:1][C:2]1[CH:3]=[CH:4][C:5]2[O:9][C:8]([CH:10](O)[CH3:11])=[CH:7][C:6]=2[CH:13]=1.CS(Cl)(=O)=O.C(N(CC)CC)C.[N-:26]=[N+:27]=[N-:28].[Na+], predict the reaction product. The product is: [N:26]([CH:10]([C:8]1[O:9][C:5]2[CH:4]=[CH:3][C:2]([Br:1])=[CH:13][C:6]=2[CH:7]=1)[CH3:11])=[N+:27]=[N-:28]. (4) The product is: [C:1]([C:9]1[C:10]2[CH:21]=[CH:20][CH:19]=[CH:18][C:11]=2[S:12][C:13]=1[NH:14][C:15](=[O:17])[CH3:16])(=[O:8])[C:2]1[CH:3]=[CH:4][CH:5]=[CH:6][CH:7]=1. Given the reactants [C:1]([C:9]1[C:10]2[CH2:21][CH2:20][CH2:19][CH2:18][C:11]=2[S:12][C:13]=1[NH:14][C:15](=[O:17])[CH3:16])(=[O:8])[C:2]1[CH:7]=[CH:6][CH:5]=[CH:4][CH:3]=1, predict the reaction product. (5) Given the reactants [CH2:1]([NH:3][CH2:4][CH3:5])[CH3:2].C([O:13][CH2:14][CH2:15][N:16]1[C:28]2[CH2:27][CH2:26][CH2:25][CH:24]([C:29]([OH:31])=[O:30])[C:23]=2[C:22]2[C:17]1=[CH:18][CH:19]=[CH:20][C:21]=2[O:32][CH3:33])C1C=CC=CC=1.[H][H], predict the reaction product. The product is: [CH2:1]([NH:3][CH2:4][CH3:5])[CH3:2].[OH:13][CH2:14][CH2:15][N:16]1[C:28]2[CH2:27][CH2:26][CH2:25][CH:24]([C:29]([OH:31])=[O:30])[C:23]=2[C:22]2[C:17]1=[CH:18][CH:19]=[CH:20][C:21]=2[O:32][CH3:33].